Task: Predict which catalyst facilitates the given reaction.. Dataset: Catalyst prediction with 721,799 reactions and 888 catalyst types from USPTO (1) Reactant: [F:1][C:2]1[C:3]([CH2:23][N:24](C)[C:25](=O)OC(C)(C)C)=[CH:4][N:5]([S:14]([C:17]2[CH:18]=[N:19][N:20]([CH3:22])[CH:21]=2)(=[O:16])=[O:15])[C:6]=1[C:7]1[C:8]([F:13])=[N:9][CH:10]=[CH:11][CH:12]=1.C(OCC)(=O)C.[ClH:39]. Product: [ClH:39].[F:1][C:2]1[C:3]([CH2:23][NH:24][CH3:25])=[CH:4][N:5]([S:14]([C:17]2[CH:18]=[N:19][N:20]([CH3:22])[CH:21]=2)(=[O:16])=[O:15])[C:6]=1[C:7]1[C:8]([F:13])=[N:9][CH:10]=[CH:11][CH:12]=1. The catalyst class is: 41. (2) Reactant: [F:1][C:2]1[CH:7]=[C:6]([F:8])[CH:5]=[CH:4][C:3]=1[C:9]1[CH:18]=[CH:17][C:16]2[C:11](=[CH:12][CH:13]=[C:14]([OH:19])[CH:15]=2)[C:10]=1[C:20]([C:22]1[CH:27]=[CH:26][C:25]([O:28][CH2:29][CH2:30][N:31]2[CH2:36][CH2:35][CH2:34][CH2:33][CH2:32]2)=[CH:24][CH:23]=1)=[O:21].[CH3:37][S:38](Cl)(=[O:40])=[O:39].C(N(CC)CC)C.S(Cl)(Cl)(=O)=O. Product: [F:1][C:2]1[CH:7]=[C:6]([F:8])[CH:5]=[CH:4][C:3]=1[C:9]1[C:10]([C:20](=[O:21])[C:22]2[CH:27]=[CH:26][C:25]([O:28][CH2:29][CH2:30][N:31]3[CH2:36][CH2:35][CH2:34][CH2:33][CH2:32]3)=[CH:24][CH:23]=2)=[C:11]2[C:16](=[CH:17][CH:18]=1)[CH:15]=[C:14]([O:19][S:38]([CH3:37])(=[O:40])=[O:39])[CH:13]=[CH:12]2. The catalyst class is: 10. (3) Reactant: C=O.[CH3:3][O:4][C:5](=[O:14])[C:6]1[CH:11]=[CH:10][C:9]([NH2:12])=[CH:8][C:7]=1[F:13].[C:15](O)(=O)C.C(O[BH-](OC(=O)C)OC(=O)C)(=O)C.[Na+]. Product: [CH3:3][O:4][C:5](=[O:14])[C:6]1[CH:11]=[CH:10][C:9]([NH:12][CH3:15])=[CH:8][C:7]=1[F:13]. The catalyst class is: 26.